This data is from Reaction yield outcomes from USPTO patents with 853,638 reactions. The task is: Predict the reaction yield, written as a fraction of the theoretical maximum amount of product (1.0 means a 100% yield; for example, 0.34 means a 34% yield). (1) The catalyst is CO. The reactants are C([O:4][C:5]1[CH:10]=[CH:9][C:8]([C:11]2[N:12]=[C:13]([CH2:38][C:39]3[CH:44]=[CH:43][CH:42]=[CH:41][CH:40]=3)[C:14]([N:17](S(CC3C=CC=CC=3)(=O)=O)[S:18]([CH2:21][C:22]3[CH:27]=[CH:26][CH:25]=[CH:24][CH:23]=3)(=[O:20])=[O:19])=[N:15][CH:16]=2)=[CH:7][CH:6]=1)(=O)C.[OH-].[Na+].Cl. The product is [CH2:38]([C:13]1[C:14]([NH:17][S:18]([CH2:21][C:22]2[CH:27]=[CH:26][CH:25]=[CH:24][CH:23]=2)(=[O:20])=[O:19])=[N:15][CH:16]=[C:11]([C:8]2[CH:9]=[CH:10][C:5]([OH:4])=[CH:6][CH:7]=2)[N:12]=1)[C:39]1[CH:40]=[CH:41][CH:42]=[CH:43][CH:44]=1. The yield is 0.956. (2) The reactants are [N+:1]([C:4]1[CH:13]=[C:12]2[C:7]([CH2:8][CH2:9][CH2:10][C:11]2=[O:14])=[CH:6][CH:5]=1)([O-:3])=[O:2].[BH4-].[Na+]. The catalyst is CO. The product is [N+:1]([C:4]1[CH:13]=[C:12]2[C:7]([CH2:8][CH2:9][CH2:10][CH:11]2[OH:14])=[CH:6][CH:5]=1)([O-:3])=[O:2]. The yield is 0.800. (3) The catalyst is C(O)C. The yield is 0.900. The product is [CH2:6]([C:2]1[CH:3]=[C:4]([NH2:5])[N:8]([C:10]2[CH:15]=[CH:14][CH:13]=[CH:12][N:11]=2)[N:9]=1)[CH3:7]. The reactants are O=[C:2]([CH2:6][CH3:7])[CH2:3][C:4]#[N:5].[NH:8]([C:10]1[CH:15]=[CH:14][CH:13]=[CH:12][N:11]=1)[NH2:9].C(O)(=O)C.